Dataset: Full USPTO retrosynthesis dataset with 1.9M reactions from patents (1976-2016). Task: Predict the reactants needed to synthesize the given product. (1) Given the product [CH2:7]([O:9]/[C:10](=[CH:16]\[C:17]1[CH:22]=[CH:21][C:20]([C:23]2[CH:28]=[CH:27][CH:26]=[C:25]([N:29]([CH3:42])[C:30]([NH:6][CH2:1][CH2:2][CH2:3][CH2:4][CH3:5])=[O:32])[N:24]=2)=[CH:19][CH:18]=1)/[C:11]([O:13][CH2:14][CH3:15])=[O:12])[CH3:8], predict the reactants needed to synthesize it. The reactants are: [CH2:1]([NH2:6])[CH2:2][CH2:3][CH2:4][CH3:5].[CH2:7]([O:9]/[C:10](=[CH:16]\[C:17]1[CH:22]=[CH:21][C:20]([C:23]2[CH:28]=[CH:27][CH:26]=[C:25]([N:29]([CH3:42])[C:30]([O:32]C3C=CC([N+]([O-])=O)=CC=3)=O)[N:24]=2)=[CH:19][CH:18]=1)/[C:11]([O:13][CH2:14][CH3:15])=[O:12])[CH3:8].O.C(OCC)(=O)C. (2) Given the product [F:28][C:27]([F:30])([F:29])[C:25]([OH:31])=[O:26].[NH2:8][C@H:9]([C:11]([NH:13][C:14]1[CH:19]=[CH:18][CH:17]=[CH:16][C:15]=1[CH2:20][CH2:21][C:22]([OH:24])=[O:23])=[O:12])[CH3:10], predict the reactants needed to synthesize it. The reactants are: C(OC([NH:8][C@H:9]([C:11]([NH:13][C:14]1[CH:19]=[CH:18][CH:17]=[CH:16][C:15]=1[CH2:20][CH2:21][C:22]([OH:24])=[O:23])=[O:12])[CH3:10])=O)(C)(C)C.[C:25]([OH:31])([C:27]([F:30])([F:29])[F:28])=[O:26]. (3) Given the product [CH3:1][N:2]1[C:8](=[O:10])[CH2:7][NH:6][S:3]1(=[O:5])=[O:4], predict the reactants needed to synthesize it. The reactants are: [CH3:1][NH:2][S:3]([NH:6][CH2:7][C:8]([O:10]CC)=O)(=[O:5])=[O:4].O(C(C)(C)C)[K]. (4) Given the product [NH2:1][C:4]1[CH:5]=[C:6]([C:15]2[CH:20]=[CH:19][C:18]([C:21]([F:24])([F:22])[F:23])=[CH:17][CH:16]=2)[CH:7]=[C:8]2[C:13]=1[NH:12][C:11](=[O:14])[CH2:10][CH2:9]2, predict the reactants needed to synthesize it. The reactants are: [N+:1]([C:4]1[CH:5]=[C:6]([C:15]2[CH:20]=[CH:19][C:18]([C:21]([F:24])([F:23])[F:22])=[CH:17][CH:16]=2)[CH:7]=[C:8]2[C:13]=1[NH:12][C:11](=[O:14])[CH2:10][CH2:9]2)([O-])=O.[H][H]. (5) Given the product [Cl:20][C:18]1[N:17]=[C:16]2[N:21]([CH3:24])[N:22]=[CH:23][C:15]2=[C:14]([NH:9][CH2:8][C:7]2[CH:10]=[CH:11][CH:12]=[C:5]([S:2]([CH3:1])(=[O:3])=[O:4])[CH:6]=2)[N:19]=1, predict the reactants needed to synthesize it. The reactants are: [CH3:1][S:2]([C:5]1[CH:6]=[C:7]([CH:10]=[CH:11][CH:12]=1)[CH2:8][NH2:9])(=[O:4])=[O:3].Cl[C:14]1[N:19]=[C:18]([Cl:20])[N:17]=[C:16]2[N:21]([CH3:24])[N:22]=[CH:23][C:15]=12. (6) Given the product [C:1]([NH:5][C:6]1[S:7][CH:8]=[CH:9][C:10]=1[C:11]([NH2:13])=[O:12])(=[O:3])[CH3:2], predict the reactants needed to synthesize it. The reactants are: [C:1](Cl)(=[O:3])[CH3:2].[NH2:5][C:6]1[S:7][CH:8]=[CH:9][C:10]=1[C:11]([NH2:13])=[O:12].